From a dataset of Forward reaction prediction with 1.9M reactions from USPTO patents (1976-2016). Predict the product of the given reaction. (1) The product is: [Cl:8][C:6]1[N:5]=[N:4][C:3]([C:9]([O:11][CH2:12][CH3:13])=[O:10])=[C:2]([NH:23][C:21]2[CH:20]=[C:19]([CH3:24])[CH:18]=[C:17]([CH:14]([CH3:16])[CH3:15])[N:22]=2)[CH:7]=1. Given the reactants Cl[C:2]1[CH:7]=[C:6]([Cl:8])[N:5]=[N:4][C:3]=1[C:9]([O:11][CH2:12][CH3:13])=[O:10].[CH:14]([C:17]1[N:22]=[C:21]([NH2:23])[CH:20]=[C:19]([CH3:24])[CH:18]=1)([CH3:16])[CH3:15], predict the reaction product. (2) Given the reactants [F:8][C:7]([F:10])([F:9])[C:6](O[C:6](=[O:11])[C:7]([F:10])([F:9])[F:8])=[O:11].[CH3:14][O:15][C:16]1[CH:17]=[C:18]([CH:21]=[CH:22][CH:23]=1)[CH2:19][NH2:20].CN1CCOCC1, predict the reaction product. The product is: [F:10][C:7]([F:8])([F:9])[C:6]([NH:20][CH2:19][C:18]1[CH:21]=[CH:22][CH:23]=[C:16]([O:15][CH3:14])[CH:17]=1)=[O:11]. (3) Given the reactants Br[CH2:2][CH:3]1[CH2:8][CH2:7][N:6]([C:9]2[C:10]3[C:17]([C:18]4[CH:23]=[CH:22][CH:21]=[CH:20][CH:19]=4)=[CH:16][S:15][C:11]=3[N:12]=[CH:13][N:14]=2)[CH2:5][CH2:4]1.[CH3:24][N:25]1[CH2:29][CH2:28][CH2:27][CH:26]1[CH2:30][CH2:31][NH2:32].C(=O)([O-])[O-].[K+].[K+], predict the reaction product. The product is: [CH3:24][N:25]1[CH2:29][CH2:28][CH2:27][CH:26]1[CH2:30][CH2:31][NH:32][CH2:2][CH:3]1[CH2:8][CH2:7][N:6]([C:9]2[C:10]3[C:17]([C:18]4[CH:23]=[CH:22][CH:21]=[CH:20][CH:19]=4)=[CH:16][S:15][C:11]=3[N:12]=[CH:13][N:14]=2)[CH2:5][CH2:4]1.